Dataset: Experimentally validated miRNA-target interactions with 360,000+ pairs, plus equal number of negative samples. Task: Binary Classification. Given a miRNA mature sequence and a target amino acid sequence, predict their likelihood of interaction. (1) The miRNA is hsa-let-7f-2-3p with sequence CUAUACAGUCUACUGUCUUUCC. The protein sequence of the target gene is MPSAIEAIYIILIAGELTIGIWGNGFIVLVNCIDWLKRRDISLIDIILISLAISRICLLCVISLDGFFMLLFPGTYGNSVLVSIVNVVWTFANNSSLWFTSCLSIFYLLKIANISHPFFFWLKLKINKVMLAILLGSFLISLIISVPKNDDMWYHLFKVSHEENITWKFKVSKIPGTFKQLTLNLGVMVPFILCLISFFLLLFSLVRHTKQIRLHATGFRDPSTEAHMRAIKAVIIFLLLLIVYYPVFLVMTSSALIPQGKLVLMIGDIVTVIFPSSHSFILIMGNSKLREAFLKMLRFV.... Result: 0 (no interaction). (2) The miRNA is hsa-miR-4677-3p with sequence UCUGUGAGACCAAAGAACUACU. The protein sequence of the target gene is MCSTSGCDLEEIPLDDDDLNTIEFKILAYYTRHHVFKSTPALFSPKLLRTRSLSQRGLGNCSANESWTEVSWPCRNSQSSEKAINLGKKKSSWKAFFGVVEKEDSQSTPAKVSAQGQRTLEYQDSHSQQWSRCLSNVEQCLEHEAVDPKVISIANRVAEIVYSWPPPQATQAGGFKSKEIFVTEGLSFQLQGHVPVASSSKKDEEEQILAKIVELLKYSGDQLERKLKKDKALMGHFQDGLSYSVFKTITDQVLMGVDPRGESEVKAQGFKAALVIDVTAKLTAIDNHPMNRVLGFGTKY.... Result: 1 (interaction). (3) The miRNA is hsa-miR-369-3p with sequence AAUAAUACAUGGUUGAUCUUU. The protein sequence of the target gene is MVVSAGPWSSEKAEMNILEINEKLRPQLAENKQQFRNLKERCFLTQLAGFLANRQKKYKYEECKDLIKFMLRNERQFKEEKLAEQLKQAEELRQYKVLVHSQERELTQLREKLREGRDASRSLNEHLQALLTPDEPDKSQGQDLQEQLAEGCRLAQHLVQKLSPENDEDEDEDVQVEEDEKVLESSAPREVQKAEESKVPEDSLEECAITCSNSHGPCDSIQPHKNIKITFEEDKVNSSLVVDRESSHDGCQDALNILPVPGPTSSATNVSMVVSAGPLSSEKAEMNILEINEKLCPQLA.... Result: 1 (interaction).